From a dataset of Full USPTO retrosynthesis dataset with 1.9M reactions from patents (1976-2016). Predict the reactants needed to synthesize the given product. (1) Given the product [CH2:17]([CH:24]1[CH2:29][CH2:28][N:27]([CH2:2][C:3]([NH:5][C:6]2[CH:7]=[CH:8][C:9]3[O:14][CH2:13][C:12](=[O:15])[NH:11][C:10]=3[CH:16]=2)=[O:4])[CH2:26][CH2:25]1)[C:18]1[CH:23]=[CH:22][CH:21]=[CH:20][CH:19]=1, predict the reactants needed to synthesize it. The reactants are: Cl[CH2:2][C:3]([NH:5][C:6]1[CH:7]=[CH:8][C:9]2[O:14][CH2:13][C:12](=[O:15])[NH:11][C:10]=2[CH:16]=1)=[O:4].[CH2:17]([CH:24]1[CH2:29][CH2:28][NH:27][CH2:26][CH2:25]1)[C:18]1[CH:23]=[CH:22][CH:21]=[CH:20][CH:19]=1. (2) Given the product [F:1][C:2]1[CH:7]=[C:6]([I:8])[CH:5]=[CH:4][C:3]=1[NH:9][C:10]1[C:18]([C:19]([N:26]2[CH2:27][CH:24]([OH:23])[CH2:25]2)=[O:21])=[CH:17][CH:16]=[C:15]2[C:11]=1[CH:12]=[N:13][NH:14]2, predict the reactants needed to synthesize it. The reactants are: [F:1][C:2]1[CH:7]=[C:6]([I:8])[CH:5]=[CH:4][C:3]=1[NH:9][C:10]1[C:18]([C:19]([OH:21])=O)=[CH:17][CH:16]=[C:15]2[C:11]=1[CH:12]=[N:13][NH:14]2.Cl.[OH:23][CH:24]1[CH2:27][NH:26][CH2:25]1.CCN=C=NCCCN(C)C.C1C=CC2N(O)N=NC=2C=1.CCN(C(C)C)C(C)C.